This data is from Full USPTO retrosynthesis dataset with 1.9M reactions from patents (1976-2016). The task is: Predict the reactants needed to synthesize the given product. (1) Given the product [C:1]([O:5][C:6]([N:8]1[CH2:13][CH2:12][N:11]([C:23]2[CH:24]=[CH:25][CH:26]=[C:21]([F:20])[C:22]=2[N+:28]([O-:30])=[O:29])[CH2:10][CH2:9]1)=[O:7])([CH3:4])([CH3:2])[CH3:3], predict the reactants needed to synthesize it. The reactants are: [C:1]([O:5][C:6]([N:8]1[CH2:13][CH2:12][NH:11][CH2:10][CH2:9]1)=[O:7])([CH3:4])([CH3:3])[CH3:2].C(=O)([O-])[O-].[K+].[K+].[F:20][C:21]1[CH:26]=[CH:25][CH:24]=[C:23](F)[C:22]=1[N+:28]([O-:30])=[O:29]. (2) Given the product [CH3:1][O:2][C:3](=[O:14])[C:4]1[CH:9]=[CH:8][C:7]([CH:10]([O:13][C:57]2[CH:56]=[CH:55][C:54]([C:51]3[CH:52]=[CH:53][C:48]([C:47]([F:46])([F:61])[F:62])=[CH:49][CH:50]=3)=[CH:59][CH:58]=2)[CH2:11][CH3:12])=[CH:6][CH:5]=1, predict the reactants needed to synthesize it. The reactants are: [CH3:1][O:2][C:3](=[O:14])[C:4]1[CH:9]=[CH:8][C:7]([CH:10]([OH:13])[CH2:11][CH3:12])=[CH:6][CH:5]=1.N(C(N1CCCCC1)=O)=NC(N1CCCCC1)=O.C(P(CCCC)CCCC)CCC.[F:46][C:47]([F:62])([F:61])[C:48]1[CH:53]=[CH:52][C:51]([C:54]2[CH:59]=[CH:58][C:57](O)=[CH:56][CH:55]=2)=[CH:50][CH:49]=1. (3) Given the product [Br:1][C:2]1[C:3]([F:25])=[CH:4][C:5]2[CH:11]3[CH2:12][CH:9]([CH2:10]3)[N:8]3[C:13]([C:19]4([OH:23])[CH2:20][N:21]([C:29]([CH:26]5[CH2:28][CH2:27]5)=[O:30])[CH2:22]4)=[C:14]([C:16]([NH2:18])=[O:17])[N:15]=[C:7]3[C:6]=2[CH:24]=1, predict the reactants needed to synthesize it. The reactants are: [Br:1][C:2]1[C:3]([F:25])=[CH:4][C:5]2[CH:11]3[CH2:12][CH:9]([CH2:10]3)[N:8]3[C:13]([C:19]4([OH:23])[CH2:22][NH:21][CH2:20]4)=[C:14]([C:16]([NH2:18])=[O:17])[N:15]=[C:7]3[C:6]=2[CH:24]=1.[CH:26]1([C:29](O)=[O:30])[CH2:28][CH2:27]1. (4) Given the product [CH3:8][O:9][C:41]([C:11]1[C:16]2=[N:17][S:18][N:19]=[C:15]2[C:14]([C:20]2[CH2:24][C:23]([C:29]3[CH:34]=[C:33]([Cl:35])[CH:32]=[C:31]([Cl:36])[CH:30]=3)([C:25]([F:28])([F:27])[F:26])[O:22][N:21]=2)=[CH:13][CH:12]=1)=[O:42], predict the reactants needed to synthesize it. The reactants are: C(N(CC)CC)C.[CH3:8][OH:9].Br[C:11]1[C:16]2=[N:17][S:18][N:19]=[C:15]2[C:14]([C:20]2[CH2:24][C:23]([C:29]3[CH:34]=[C:33]([Cl:35])[CH:32]=[C:31]([Cl:36])[CH:30]=3)([C:25]([F:28])([F:27])[F:26])[O:22][N:21]=2)=[CH:13][CH:12]=1.[C]=O.CN(C)[CH:41]=[O:42]. (5) Given the product [CH2:1]([O:8][C:9]1[CH:14]=[C:13]([O:15][CH2:16][C:17]2[CH:22]=[CH:21][CH:20]=[CH:19][CH:18]=2)[C:12]([CH:23]([CH3:24])[CH3:25])=[CH:11][C:10]=1[C:26]1[O:30][N:29]=[C:28]([C:31]([NH:33][CH2:34][CH3:35])=[O:32])[C:27]=1[C:36]1[N:40]=[C:39]([N:47]([CH2:48][CH3:49])[CH2:45][CH3:46])[O:38][N:37]=1)[C:2]1[CH:3]=[CH:4][CH:5]=[CH:6][CH:7]=1, predict the reactants needed to synthesize it. The reactants are: [CH2:1]([O:8][C:9]1[CH:14]=[C:13]([O:15][CH2:16][C:17]2[CH:22]=[CH:21][CH:20]=[CH:19][CH:18]=2)[C:12]([CH:23]([CH3:25])[CH3:24])=[CH:11][C:10]=1[C:26]1[O:30][N:29]=[C:28]([C:31]([NH:33][CH2:34][CH3:35])=[O:32])[C:27]=1[C:36]1[N:40]=[C:39](C(Cl)(Cl)Cl)[O:38][N:37]=1)[C:2]1[CH:7]=[CH:6][CH:5]=[CH:4][CH:3]=1.[CH2:45]([NH:47][CH2:48][CH3:49])[CH3:46]. (6) Given the product [Br:1][C:2]1[CH:3]=[C:4]2[CH2:12][CH2:11][C:10]3[CH:13]=[C:14]([Cl:17])[CH:15]=[CH:16][C:9]=3[CH:8]([N:18]3[CH2:23][CH2:22][N:21]([C:24]([O:26][C:27]([CH3:28])([CH3:30])[CH3:29])=[O:25])[C@@H:20]([C:31]([N:47]4[CH2:53][CH2:54][CH2:55][CH2:50][CH:51]4[CH2:37][CH2:38][CH2:39][N:40]4[CH:44]=[CH:43][N:42]=[CH:41]4)=[O:33])[CH2:19]3)[C:5]2=[N:6][CH:7]=1, predict the reactants needed to synthesize it. The reactants are: [Br:1][C:2]1[CH:3]=[C:4]2[CH2:12][CH2:11][C:10]3[CH:13]=[C:14]([Cl:17])[CH:15]=[CH:16][C:9]=3[CH:8]([N:18]3[CH2:23][CH2:22][N:21]([C:24]([O:26][C:27]([CH3:30])([CH3:29])[CH3:28])=[O:25])[C@@H:20]([C:31]([OH:33])=O)[CH2:19]3)[C:5]2=[N:6][CH:7]=1.Cl.CN(C)[CH2:37][CH2:38][CH2:39][N:40]=[C:41]=[N:42][CH2:43][CH3:44].O[N:47]1[C:51]2C=[CH:53][CH:54]=[CH:55][C:50]=2N=N1.CN1CCOCC1. (7) Given the product [N:11]1[C:10]([C:7]2[CH:8]=[CH:9][C:4]([NH2:1])=[CH:5][CH:6]=2)=[CH:18][N:13]2[CH:14]=[CH:15][CH:16]=[CH:17][C:12]=12, predict the reactants needed to synthesize it. The reactants are: [N+:1]([C:4]1[CH:9]=[CH:8][C:7]([C:10]2[N:11]=[C:12]3[CH:17]=[CH:16][CH:15]=[CH:14][N:13]3[CH:18]=2)=[CH:6][CH:5]=1)([O-])=O.O.O.[Sn](Cl)Cl.CCOC(C)=O.C(Cl)Cl. (8) Given the product [CH3:1][C:2]1[CH:3]=[C:4]([C:8]2[O:12][C:11]([NH:13][C:14]3[CH:15]=[CH:16][CH:17]=[C:18]4[C:23]=3[CH2:22][CH:21]([OH:24])[CH2:20][CH2:19]4)=[N:10][CH:9]=2)[CH:5]=[CH:6][CH:7]=1, predict the reactants needed to synthesize it. The reactants are: [CH3:1][C:2]1[CH:3]=[C:4]([C:8]2[O:12][C:11]([NH:13][C:14]3[CH:15]=[CH:16][CH:17]=[C:18]4[C:23]=3[CH2:22][C:21](=[O:24])[CH2:20][CH2:19]4)=[N:10][CH:9]=2)[CH:5]=[CH:6][CH:7]=1.C1(C2OC(NC3C=CC=C4C=3CC(O)CC4)=NC=2)C=CC=CC=1. (9) Given the product [N+:9]([C:4]1[CH:3]=[C:2]([C:15]2[CH:16]=[CH:17][CH:18]=[CH:19][C:14]=2[C:13]([F:24])([F:23])[F:12])[CH:8]=[CH:7][C:5]=1[NH2:6])([O-:11])=[O:10], predict the reactants needed to synthesize it. The reactants are: Br[C:2]1[CH:8]=[CH:7][C:5]([NH2:6])=[C:4]([N+:9]([O-:11])=[O:10])[CH:3]=1.[F:12][C:13]([F:24])([F:23])[C:14]1[CH:19]=[CH:18][CH:17]=[CH:16][C:15]=1B(O)O.C(Cl)Cl. (10) The reactants are: Br[C:2]1[N:7]2[CH:8]=[N:9][N:10]=[C:6]2[C:5]([N:11]2[CH2:16][CH2:15][N:14]([C:17]([O:19][C:20]([CH3:23])([CH3:22])[CH3:21])=[O:18])[CH2:13][CH2:12]2)=[N:4][CH:3]=1.C(N(CC)C(C)C)(C)C.[CH3:33]O.[C]=O.[C:37]([O-:40])(O)=[O:38].[Na+]. Given the product [C:20]([O:19][C:17]([N:14]1[CH2:15][CH2:16][N:11]([C:5]2[C:6]3[N:7]([CH:8]=[N:9][N:10]=3)[C:2]([C:37]([O:40][CH3:33])=[O:38])=[CH:3][N:4]=2)[CH2:12][CH2:13]1)=[O:18])([CH3:23])([CH3:22])[CH3:21], predict the reactants needed to synthesize it.